The task is: Regression. Given two drug SMILES strings and cell line genomic features, predict the synergy score measuring deviation from expected non-interaction effect.. This data is from NCI-60 drug combinations with 297,098 pairs across 59 cell lines. (1) Drug 1: CC1C(C(CC(O1)OC2CC(CC3=C2C(=C4C(=C3O)C(=O)C5=C(C4=O)C(=CC=C5)OC)O)(C(=O)C)O)N)O.Cl. Drug 2: CN(C)N=NC1=C(NC=N1)C(=O)N. Cell line: CCRF-CEM. Synergy scores: CSS=26.6, Synergy_ZIP=-12.0, Synergy_Bliss=-13.7, Synergy_Loewe=-13.8, Synergy_HSA=-10.8. (2) Drug 1: CNC(=O)C1=CC=CC=C1SC2=CC3=C(C=C2)C(=NN3)C=CC4=CC=CC=N4. Drug 2: CC1C(C(CC(O1)OC2CC(CC3=C2C(=C4C(=C3O)C(=O)C5=CC=CC=C5C4=O)O)(C(=O)C)O)N)O. Cell line: SK-MEL-5. Synergy scores: CSS=47.4, Synergy_ZIP=0.637, Synergy_Bliss=2.71, Synergy_Loewe=-35.4, Synergy_HSA=-1.72.